Dataset: Reaction yield outcomes from USPTO patents with 853,638 reactions. Task: Predict the reaction yield, written as a fraction of the theoretical maximum amount of product (1.0 means a 100% yield; for example, 0.34 means a 34% yield). (1) The reactants are [Cl:1][C:2]1[CH:22]=[C:21]([Cl:23])[CH:20]=[CH:19][C:3]=1[CH2:4][NH:5][C:6]([C:8]1[C:9]([O:16][CH2:17][CH3:18])=[N:10][N:11]([CH2:13][CH2:14][OH:15])[CH:12]=1)=[O:7].[CH2:24]([N:26]1[CH:30]=[C:29]([CH2:31][C:32]([O:34]C)=[O:33])[C:28](O)=[N:27]1)[CH3:25].C(P(CCCC)CCCC)CCC.N(C(N1CCCCC1)=O)=NC(N1CCCCC1)=O. The catalyst is O1CCCC1. The product is [Cl:1][C:2]1[CH:22]=[C:21]([Cl:23])[CH:20]=[CH:19][C:3]=1[CH2:4][NH:5][C:6]([C:8]1[C:9]([O:16][CH2:17][CH3:18])=[N:10][N:11]([CH2:13][CH2:14][O:15][C:28]2[C:29]([CH2:31][C:32]([OH:34])=[O:33])=[CH:30][N:26]([CH2:24][CH3:25])[N:27]=2)[CH:12]=1)=[O:7]. The yield is 0.250. (2) The reactants are [C:1](=[O:18])(ON1C(=O)CCC1=O)[O:2][CH2:3][C:4]1[CH:9]=[CH:8][CH:7]=[CH:6][CH:5]=1.[CH3:19][NH:20][CH2:21][C:22]1[CH:27]=[CH:26][CH:25]=[C:24]([N+:28]([O-:30])=[O:29])[CH:23]=1.CCN(C(C)C)C(C)C. The catalyst is C(Cl)Cl. The product is [CH3:19][N:20]([CH2:21][C:22]1[CH:27]=[CH:26][CH:25]=[C:24]([N+:28]([O-:30])=[O:29])[CH:23]=1)[C:1](=[O:18])[O:2][CH2:3][C:4]1[CH:5]=[CH:6][CH:7]=[CH:8][CH:9]=1. The yield is 0.990. (3) The yield is 0.900. The reactants are [C:1](O)(=O)C.CCN=C=NCCCN(C)C.C1C=CC2N(O)N=NC=2C=1.[F:26][C:27]1[CH:65]=[C:64]([NH:66][C:67]([C:69]2[C:70](=[O:82])[N:71]([C:75]3[CH:80]=[CH:79][C:78]([F:81])=[CH:77][CH:76]=3)[N:72]=[CH:73][CH:74]=2)=[O:68])[CH:63]=[CH:62][C:28]=1[O:29][C:30]1[CH:35]=[CH:34][N:33]=[C:32]2[N:36]([CH2:53][C:54]3[CH:59]=[CH:58][C:57]([O:60][CH3:61])=[CH:56][CH:55]=3)[N:37]=[C:38]([O:39][CH:40]3[CH2:45][CH2:44][N:43]([C:46](OC(C)(C)C)=[O:47])[CH2:42][CH2:41]3)[C:31]=12.CCN(CC)CC. The catalyst is CN(C=O)C.CCOC(C)=O. The product is [C:46]([N:43]1[CH2:42][CH2:41][CH:40]([O:39][C:38]2[C:31]3[C:32](=[N:33][CH:34]=[CH:35][C:30]=3[O:29][C:28]3[CH:62]=[CH:63][C:64]([NH:66][C:67]([C:69]4[C:70](=[O:82])[N:71]([C:75]5[CH:76]=[CH:77][C:78]([F:81])=[CH:79][CH:80]=5)[N:72]=[CH:73][CH:74]=4)=[O:68])=[CH:65][C:27]=3[F:26])[N:36]([CH2:53][C:54]3[CH:55]=[CH:56][C:57]([O:60][CH3:61])=[CH:58][CH:59]=3)[N:37]=2)[CH2:45][CH2:44]1)(=[O:47])[CH3:1]. (4) The reactants are [Cl:1][C:2]1[CH:7]=[CH:6][C:5]([S:8][C:9]2[C:17]3[C:12](=[CH:13][CH:14]=[C:15]([CH3:18])[CH:16]=3)[NH:11][C:10]=2[C:19]([O:21][CH3:22])=[O:20])=[CH:4][CH:3]=1.[H-].[Na+].[CH3:25]I. The catalyst is CN(C=O)C. The product is [Cl:1][C:2]1[CH:3]=[CH:4][C:5]([S:8][C:9]2[C:17]3[C:12](=[CH:13][CH:14]=[C:15]([CH3:18])[CH:16]=3)[N:11]([CH3:25])[C:10]=2[C:19]([O:21][CH3:22])=[O:20])=[CH:6][CH:7]=1. The yield is 0.630. (5) The yield is 0.390. The product is [Br:13][C:14]1[CH:21]=[CH:20][C:19]([O:22][C:2]2[CH:10]=[CH:9][C:5]([C:6]([NH2:8])=[O:7])=[C:4]([O:11][CH3:12])[N:3]=2)=[CH:18][C:15]=1[CH:16]=[O:17]. The catalyst is CN(C)C=O.O. The reactants are Cl[C:2]1[CH:10]=[CH:9][C:5]([C:6]([NH2:8])=[O:7])=[C:4]([O:11][CH3:12])[N:3]=1.[Br:13][C:14]1[CH:21]=[CH:20][C:19]([OH:22])=[CH:18][C:15]=1[CH:16]=[O:17].C([O-])([O-])=O.[K+].[K+].